The task is: Predict the reaction yield, written as a fraction of the theoretical maximum amount of product (1.0 means a 100% yield; for example, 0.34 means a 34% yield).. This data is from Reaction yield outcomes from USPTO patents with 853,638 reactions. The yield is 0.950. The product is [C:22]([O:10][C@@H:9]1[C@@H:11]([CH2:12][O:13][C:18](=[O:21])[CH3:19])[O:14][C@@H:7]([N:6]2[CH:15]=[C:2]([I:1])[C:3](=[O:17])[NH:4][C:5]2=[O:16])[CH2:8]1)(=[O:24])[CH3:23]. The reactants are [I:1][C:2]1[C:3](=[O:17])[NH:4][C:5](=[O:16])[N:6]([CH:15]=1)[C@@H:7]1[O:14][C@H:11]([CH2:12][OH:13])[C@@H:9]([OH:10])[CH2:8]1.[C:18]([OH:21])(=O)[CH3:19].[C:22](OC(=O)C)(=[O:24])[CH3:23]. The catalyst is CCOCC.